Dataset: Full USPTO retrosynthesis dataset with 1.9M reactions from patents (1976-2016). Task: Predict the reactants needed to synthesize the given product. (1) Given the product [Br:1][C:2]1[CH:3]=[C:4]2[C:10](=[CH:29][C:25]3[CH:24]=[C:23]4[C:28]([C:20](/[CH:19]=[CH:18]/[C:15]5[CH:14]=[CH:13][N:12]=[CH:17][CH:16]=5)=[N:21][NH:22]4)=[CH:27][CH:26]=3)[C:9](=[O:11])[NH:8][C:5]2=[N:6][CH:7]=1, predict the reactants needed to synthesize it. The reactants are: [Br:1][C:2]1[CH:3]=[C:4]2[CH2:10][C:9](=[O:11])[NH:8][C:5]2=[N:6][CH:7]=1.[N:12]1[CH:17]=[CH:16][C:15](/[CH:18]=[CH:19]/[C:20]2[C:28]3[C:23](=[CH:24][C:25]([CH:29]=O)=[CH:26][CH:27]=3)[NH:22][N:21]=2)=[CH:14][CH:13]=1. (2) Given the product [F:1][C:2]1[CH:3]=[CH:4][C:5]([O:28][CH3:29])=[C:6]([C:8]2[CH:13]=[CH:12][N:11]=[C:10]3[NH:14][C:15]([C:17]4[CH2:22][CH2:21][CH:20]([C:23]([OH:25])=[O:24])[CH2:19][CH:18]=4)=[CH:16][C:9]=23)[CH:7]=1, predict the reactants needed to synthesize it. The reactants are: [F:1][C:2]1[CH:3]=[CH:4][C:5]([O:28][CH3:29])=[C:6]([C:8]2[CH:13]=[CH:12][N:11]=[C:10]3[NH:14][C:15]([C:17]4[CH2:22][CH2:21][CH:20]([C:23]([O:25]CC)=[O:24])[CH2:19][CH:18]=4)=[CH:16][C:9]=23)[CH:7]=1.[OH-].[Na+]. (3) Given the product [CH2:19]([O:6][C:5](=[O:7])[C:4]1[C:8]([CH3:11])=[CH:9][CH:10]=[C:2]([F:1])[C:3]=1[I:12])[CH3:20], predict the reactants needed to synthesize it. The reactants are: [F:1][C:2]1[C:3]([I:12])=[C:4]([C:8]([CH3:11])=[CH:9][CH:10]=1)[C:5]([OH:7])=[O:6].C([O-])([O-])=O.[K+].[K+].[CH2:19](I)[CH3:20]. (4) Given the product [ClH:2].[CH3:16][N:15]([CH3:17])[C@@H:13]1[CH2:14][C@H:12]1[CH2:11][OH:10], predict the reactants needed to synthesize it. The reactants are: [Na].[ClH:2].C([O:10][CH2:11][C@@H:12]1[CH2:14][C@H:13]1[N:15]([CH3:17])[CH3:16])C1C=CC=CC=1.N.Cl. (5) Given the product [CH3:37][N:35]1[CH:36]=[C:32]([C:29]2[CH:30]=[CH:31][C:26]3[N:27]([C:23]([S:22][C:18]4[CH:19]=[C:20]5[C:15](=[CH:16][CH:17]=4)[N:14]=[CH:13][C:12]([NH:11][CH2:10][CH2:9][OH:8])=[CH:21]5)=[N:24][N:25]=3)[CH:28]=2)[CH:33]=[N:34]1, predict the reactants needed to synthesize it. The reactants are: [Si]([O:8][CH2:9][CH2:10][NH:11][C:12]1[CH:13]=[N:14][C:15]2[C:20]([CH:21]=1)=[CH:19][C:18]([S:22][C:23]1[N:27]3[CH:28]=[C:29]([C:32]4[CH:33]=[N:34][N:35]([CH3:37])[CH:36]=4)[CH:30]=[CH:31][C:26]3=[N:25][N:24]=1)=[CH:17][CH:16]=2)(C(C)(C)C)(C)C.CCCC[N+](CCCC)(CCCC)CCCC.[F-].